From a dataset of Peptide-MHC class I binding affinity with 185,985 pairs from IEDB/IMGT. Regression. Given a peptide amino acid sequence and an MHC pseudo amino acid sequence, predict their binding affinity value. This is MHC class I binding data. (1) The peptide sequence is QIYPGIKVR. The MHC is HLA-B18:01 with pseudo-sequence HLA-B18:01. The binding affinity (normalized) is 0. (2) The peptide sequence is KIDVVGIEW. The MHC is HLA-B15:17 with pseudo-sequence HLA-B15:17. The binding affinity (normalized) is 0.0847.